From a dataset of Forward reaction prediction with 1.9M reactions from USPTO patents (1976-2016). Predict the product of the given reaction. Given the reactants [S:1]1[C:5]2[CH:6]=[CH:7][CH:8]=[CH:9][C:4]=2[N:3]=[C:2]1[C:10]1[CH:24]=[CH:23][CH:22]=[CH:21][C:11]=1[O:12][C:13]1[N:18]=[CH:17][C:16]([NH2:19])=[CH:15][C:14]=1[Cl:20].[CH3:25][O:26][C:27]1[CH:32]=[CH:31][C:30]([S:33](Cl)(=[O:35])=[O:34])=[CH:29][CH:28]=1, predict the reaction product. The product is: [S:1]1[C:5]2[CH:6]=[CH:7][CH:8]=[CH:9][C:4]=2[N:3]=[C:2]1[C:10]1[CH:24]=[CH:23][CH:22]=[CH:21][C:11]=1[O:12][C:13]1[N:18]=[CH:17][C:16]([NH:19][S:33]([C:30]2[CH:29]=[CH:28][C:27]([O:26][CH3:25])=[CH:32][CH:31]=2)(=[O:35])=[O:34])=[CH:15][C:14]=1[Cl:20].